This data is from Forward reaction prediction with 1.9M reactions from USPTO patents (1976-2016). The task is: Predict the product of the given reaction. (1) Given the reactants [NH2:1][N:2]1[N:11]=[C:10]([N:12]2[CH2:17][CH2:16][O:15][CH2:14][CH2:13]2)[C:9]2[C:4](=[CH:5][CH:6]=[CH:7][CH:8]=2)[C:3]1=[O:18].[CH3:19][C:20]([CH3:26])([CH3:25])[CH2:21][C:22](O)=[O:23], predict the reaction product. The product is: [CH3:19][C:20]([CH3:26])([CH3:25])[CH2:21][C:22]([NH:1][N:2]1[N:11]=[C:10]([N:12]2[CH2:17][CH2:16][O:15][CH2:14][CH2:13]2)[C:9]2[C:4](=[CH:5][CH:6]=[CH:7][CH:8]=2)[C:3]1=[O:18])=[O:23]. (2) Given the reactants C(=O)([O-])[O-].[C:5]([O:10][C@@H:11]([O:15][C:16]([O:18]C1CC(=O)NC1=O)=O)[CH:12]([CH3:14])[CH3:13])(=[O:9])[CH:6]([CH3:8])[CH3:7].[CH:26]1[C:31]([C@H:32]([CH2:37][NH2:38])[CH2:33][C:34]([OH:36])=[O:35])=[CH:30][CH:29]=[C:28]([Cl:39])[CH:27]=1, predict the reaction product. The product is: [CH3:14][CH:12]([CH3:13])[C@@H:11]([O:10][C:5](=[O:9])[CH:6]([CH3:7])[CH3:8])[O:15][C:16]([NH:38][CH2:37][C@@H:32]([C:31]1[CH:26]=[CH:27][C:28]([Cl:39])=[CH:29][CH:30]=1)[CH2:33][C:34]([OH:36])=[O:35])=[O:18]. (3) Given the reactants [N:1]12[CH2:8][CH2:7][CH:4]([CH2:5][CH2:6]1)[CH:3]([O:9][C:10]1[CH:15]=[CH:14][C:13]([C:16]3[CH:17]=[C:18]4[C:22](=[CH:23][CH:24]=3)[NH:21][CH:20]=[CH:19]4)=[CH:12][CH:11]=1)[CH2:2]2.[C:25]([OH:32])(=[O:31])/[CH:26]=[CH:27]/[C:28]([OH:30])=[O:29], predict the reaction product. The product is: [C:25]([OH:32])(=[O:31])/[CH:26]=[CH:27]/[C:28]([OH:30])=[O:29].[N:1]12[CH2:8][CH2:7][CH:4]([CH2:5][CH2:6]1)[CH:3]([O:9][C:10]1[CH:11]=[CH:12][C:13]([C:16]3[CH:17]=[C:18]4[C:22](=[CH:23][CH:24]=3)[NH:21][CH:20]=[CH:19]4)=[CH:14][CH:15]=1)[CH2:2]2. (4) Given the reactants [Cl:1][C:2]1[CH:8]=[CH:7][C:5]([OH:6])=[CH:4][C:3]=1[OH:9].[Br:10][C:11]1[CH:16]=[CH:15][CH:14]=[CH:13][C:12]=1[CH2:17][C:18]([OH:20])=O.P(Cl)(Cl)(Cl)(Cl)Cl.[CH3:27]N(C=O)C, predict the reaction product. The product is: [Br:10][C:11]1[CH:16]=[CH:15][CH:14]=[CH:13][C:12]=1[C:17]1[C:18](=[O:20])[C:7]2[C:5](=[CH:4][C:3]([OH:9])=[C:2]([Cl:1])[CH:8]=2)[O:6][CH:27]=1. (5) Given the reactants C[Sn](C)(C)[C:3]1[CH:4]=[N:5][CH:6]=[C:7]([CH2:9][CH2:10][C:11]([OH:13])=[O:12])[CH:8]=1.[C:16]([O:20][C:21]([N:23]1[CH2:28][CH2:27][C:26](=[C:29](Br)[C:30]2[CH:35]=[CH:34][CH:33]=[CH:32][CH:31]=2)[CH2:25][CH2:24]1)=[O:22])([CH3:19])([CH3:18])[CH3:17], predict the reaction product. The product is: [C:16]([O:20][C:21]([N:23]1[CH2:24][CH2:25][C:26](=[C:29]([C:30]2[CH:31]=[CH:32][CH:33]=[CH:34][CH:35]=2)[C:3]2[CH:4]=[N:5][CH:6]=[C:7]([CH2:9][CH2:10][C:11]([OH:13])=[O:12])[CH:8]=2)[CH2:27][CH2:28]1)=[O:22])([CH3:19])([CH3:17])[CH3:18]. (6) Given the reactants [NH2:1][C:2]1[N:7]=[C:6](OS(C(F)(F)F)(=O)=O)[C:5]([C:16]#[N:17])=[C:4]([C:18]2[O:19][CH2:20][CH2:21][CH:22]=2)[N:3]=1.[F:23][C:24]([F:34])([F:33])[C:25]1[CH:32]=[CH:31][C:28]([CH2:29][NH2:30])=[CH:27][CH:26]=1, predict the reaction product. The product is: [NH2:1][C:2]1[N:3]=[C:4]([C:18]2[O:19][CH2:20][CH2:21][CH:22]=2)[C:5]([C:16]#[N:17])=[C:6]([NH:30][CH2:29][C:28]2[CH:27]=[CH:26][C:25]([C:24]([F:23])([F:33])[F:34])=[CH:32][CH:31]=2)[N:7]=1. (7) Given the reactants [Cl:1][C:2]1[CH:3]=[CH:4][C:5]([N:41]2[CH:45]=[C:44]([Cl:46])[N:43]=[N:42]2)=[C:6]([C:8]2[N:9]=[CH:10][N:11]([C@@H:15]3[C:31]4[CH:32]=[C:27]([CH:28]=[CH:29][N:30]=4)[C:26]4[C:22](=[CH:23][N:24]([CH:33]5[CH2:38][CH2:37][NH:36][CH2:35][CH2:34]5)[N:25]=4)[NH:21][C:20](=[O:39])[C@H:19]([CH3:40])[CH2:18][CH2:17][CH2:16]3)[C:12](=[O:14])[CH:13]=2)[CH:7]=1.Cl[C:48]([O:50][CH3:51])=[O:49].CCN(CC)CC, predict the reaction product. The product is: [Cl:1][C:2]1[CH:3]=[CH:4][C:5]([N:41]2[CH:45]=[C:44]([Cl:46])[N:43]=[N:42]2)=[C:6]([C:8]2[N:9]=[CH:10][N:11]([C@@H:15]3[C:31]4[CH:32]=[C:27]([CH:28]=[CH:29][N:30]=4)[C:26]4[C:22](=[CH:23][N:24]([CH:33]5[CH2:38][CH2:37][N:36]([C:48]([O:50][CH3:51])=[O:49])[CH2:35][CH2:34]5)[N:25]=4)[NH:21][C:20](=[O:39])[C@H:19]([CH3:40])[CH2:18][CH2:17][CH2:16]3)[C:12](=[O:14])[CH:13]=2)[CH:7]=1.